From a dataset of Forward reaction prediction with 1.9M reactions from USPTO patents (1976-2016). Predict the product of the given reaction. (1) Given the reactants Br[C:2]1[CH:3]=[C:4]2[C:10]([C:11]3[N:12]=[C:13]([NH2:16])[S:14][CH:15]=3)=[CH:9][NH:8][C:5]2=[N:6][CH:7]=1.[CH3:17][N:18]1[CH2:23][CH2:22][N:21]([CH2:24][C:25]2[CH:30]=[CH:29][C:28](B3OC(C)(C)C(C)(C)O3)=[CH:27][CH:26]=2)[CH2:20][CH2:19]1.C([O-])([O-])=O.[Na+].[Na+], predict the reaction product. The product is: [CH3:17][N:18]1[CH2:23][CH2:22][N:21]([CH2:24][C:25]2[CH:30]=[CH:29][C:28]([C:2]3[CH:3]=[C:4]4[C:10]([C:11]5[N:12]=[C:13]([NH2:16])[S:14][CH:15]=5)=[CH:9][NH:8][C:5]4=[N:6][CH:7]=3)=[CH:27][CH:26]=2)[CH2:20][CH2:19]1. (2) Given the reactants [CH2:1]([O:15][C:16]1[O:20][C:19]([C:21]([OH:23])=[O:22])=[CH:18][CH:17]=1)[CH2:2][CH2:3][CH2:4][CH2:5][CH2:6][CH2:7][CH2:8][CH2:9][CH2:10][CH2:11][CH2:12][CH2:13][CH3:14].[Br:24][CH2:25][CH2:26]O, predict the reaction product. The product is: [CH2:1]([O:15][C:16]1[O:20][C:19]([C:21]([O:23][CH2:26][CH2:25][Br:24])=[O:22])=[CH:18][CH:17]=1)[CH2:2][CH2:3][CH2:4][CH2:5][CH2:6][CH2:7][CH2:8][CH2:9][CH2:10][CH2:11][CH2:12][CH2:13][CH3:14]. (3) Given the reactants [F:1][C:2]1[CH:7]=[CH:6][CH:5]=[C:4]([F:8])[C:3]=1[C:9]1[C:18]2[CH:17]=[C:16]([I:19])[CH:15]=[CH:14][C:13]=2[C:12]2[NH:20][N:21]=[CH:22][C:11]=2[N:10]=1.[H-].[Na+].[CH3:25][N:26]([CH3:31])[S:27](Cl)(=[O:29])=[O:28].O, predict the reaction product. The product is: [F:8][C:4]1[CH:5]=[CH:6][CH:7]=[C:2]([F:1])[C:3]=1[C:9]1[C:18]2[CH:17]=[C:16]([I:19])[CH:15]=[CH:14][C:13]=2[C:12]2[N:20]([S:27]([N:26]([CH3:31])[CH3:25])(=[O:29])=[O:28])[N:21]=[CH:22][C:11]=2[N:10]=1. (4) Given the reactants [CH3:1][O:2][C:3]1[C:23]2[CH2:22][NH+:10]3[CH2:11][CH2:12][C:13]4[C:18]([C:9]3=[C:8]([CH3:24])[C:7]=2[CH:6]=[CH:5][C:4]=1[O:25][CH3:26])=[CH:17][C:16]1[O:19][CH2:20][O:21][C:15]=1[CH:14]=4.[I-].[C:28]([Mg]Br)([CH3:30])=[CH2:29].O1CCCC1, predict the reaction product. The product is: [C:28]([CH:22]1[N:10]2[CH2:11][CH2:12][C:13]3[C:18]([C:9]2=[C:8]([CH3:24])[C:7]2[CH:6]=[CH:5][C:4]([O:25][CH3:26])=[C:3]([O:2][CH3:1])[C:23]1=2)=[CH:17][C:16]1[O:19][CH2:20][O:21][C:15]=1[CH:14]=3)([CH3:30])=[CH2:29].